Dataset: CYP2C19 inhibition data for predicting drug metabolism from PubChem BioAssay. Task: Regression/Classification. Given a drug SMILES string, predict its absorption, distribution, metabolism, or excretion properties. Task type varies by dataset: regression for continuous measurements (e.g., permeability, clearance, half-life) or binary classification for categorical outcomes (e.g., BBB penetration, CYP inhibition). Dataset: cyp2c19_veith. (1) The molecule is O=C(c1csnn1)N1CCC2(CC1)CN(c1ccncc1)C2. The result is 1 (inhibitor). (2) The drug is C=C[C@H]1CN2CC[C@@H]1C[C@H]2[C@@H](O)c1ccnc2ccccc12. The result is 0 (non-inhibitor). (3) The compound is COc1ccc(Nc2ncc3nc(-c4cccs4)c(=O)n(Cc4cccc(OC)c4)c3n2)cc1. The result is 0 (non-inhibitor). (4) The compound is COc1cccc(-c2cncnc2NCCc2c[nH]c3ccc(OC)cc23)c1. The result is 1 (inhibitor). (5) The molecule is CCOc1cc(C)c(S(=O)(=O)Nc2ccc3cn[nH]c3c2)cc1C. The result is 1 (inhibitor). (6) The compound is Cc1noc(C)c1C(=O)N1CCC2(CCCN(c3ccccn3)C2)CC1. The result is 0 (non-inhibitor). (7) The compound is O=C(c1ccc(-c2nnc(Nc3ccccc3)c3ccccc23)cc1)N1C[C@H]2C[C@H](C1)c1cccc(=O)n1C2. The result is 1 (inhibitor).